This data is from Forward reaction prediction with 1.9M reactions from USPTO patents (1976-2016). The task is: Predict the product of the given reaction. Given the reactants [C:1]1([S:7]([N:10]2[C:22]3[CH:21]=[CH:20][CH:19]=[C:18]([O:23]C(=O)C)[C:17]=3[C:16]3[C:11]2=[CH:12][CH:13]=[CH:14][CH:15]=3)(=[O:9])=[O:8])[CH:6]=[CH:5][CH:4]=[CH:3][CH:2]=1.[OH-].[Na+], predict the reaction product. The product is: [C:1]1([S:7]([N:10]2[C:22]3[CH:21]=[CH:20][CH:19]=[C:18]([OH:23])[C:17]=3[C:16]3[C:11]2=[CH:12][CH:13]=[CH:14][CH:15]=3)(=[O:9])=[O:8])[CH:2]=[CH:3][CH:4]=[CH:5][CH:6]=1.